From a dataset of Full USPTO retrosynthesis dataset with 1.9M reactions from patents (1976-2016). Predict the reactants needed to synthesize the given product. (1) Given the product [NH2:14][C:15]1[CH2:16][C:17]([C:27](=[O:28])[N:29]([CH2:33][CH2:34][CH3:35])[CH2:30][CH2:31][CH3:32])=[CH:18][C:19]2[CH:25]=[CH:24][C:23]([C:8]3[CH:7]=[CH:6][C:5]([CH2:3][C:36]([O:37][CH2:42][CH3:43])=[O:39])=[CH:10][CH:9]=3)=[CH:22][C:20]=2[N:21]=1, predict the reactants needed to synthesize it. The reactants are: CO[C:3]([C:5]1[CH:10]=[CH:9][C:8](B(O)O)=[CH:7][CH:6]=1)=O.[NH2:14][C:15]1[CH2:16][C:17]([C:27]([N:29]([CH2:33][CH2:34][CH3:35])[CH2:30][CH2:31][CH3:32])=[O:28])=[CH:18][C:19]2[CH:25]=[CH:24][C:23](Br)=[CH:22][C:20]=2[N:21]=1.[C:36](=[O:39])([O-])[O-:37].[K+].[K+].[C:42](#N)[CH3:43]. (2) Given the product [Cl:3][C:4]1[CH:5]=[C:6]([C:14]2[O:18][N:17]=[C:16]([C:19]3[CH:24]=[N:23][CH:22]=[C:21]4[N:25]([CH2:28][CH2:29][C:30]([OH:32])=[O:31])[CH:26]=[CH:27][C:20]=34)[N:15]=2)[CH:7]=[N:8][C:9]=1[O:10][CH:11]([CH3:13])[CH3:12], predict the reactants needed to synthesize it. The reactants are: [OH-].[Na+].[Cl:3][C:4]1[CH:5]=[C:6]([C:14]2[O:18][N:17]=[C:16]([C:19]3[CH:24]=[N:23][CH:22]=[C:21]4[N:25]([CH2:28][CH2:29][C:30]([O:32]CC)=[O:31])[CH:26]=[CH:27][C:20]=34)[N:15]=2)[CH:7]=[N:8][C:9]=1[O:10][CH:11]([CH3:13])[CH3:12]. (3) Given the product [F:1][C:2]1[C:7]([F:8])=[CH:6][C:5]([F:9])=[CH:4][N:3]=1, predict the reactants needed to synthesize it. The reactants are: [F:1][C:2]1[C:7]([F:8])=[CH:6][C:5]([F:9])=[C:4](NN)[N:3]=1.C(O)(=O)C. (4) Given the product [ClH:42].[ClH:42].[CH:1]1([NH:26][NH2:27])[CH2:5][CH2:4][CH2:3][CH2:2]1, predict the reactants needed to synthesize it. The reactants are: [CH:1]1(O)[CH2:5][CH2:4][CH2:3][CH2:2]1.C1(P(C2C=CC=CC=2)C2C=CC=CC=2)C=CC=CC=1.[N:26](C(OC(C)(C)C)=O)=[N:27]C(OC(C)(C)C)=O.[ClH:42].C1(N)C(F)=C(F)C(F)=C(N)C=1F.Cl.Cl. (5) Given the product [Cl:30][C:31]1[CH:32]=[C:33]2[C:37](=[CH:38][CH:39]=1)[NH:36][C:35]([C:40]([NH:14][C@@H:13]([C:15]([N:17]1[CH2:18][CH2:19][N:20]([CH:23]3[CH2:24][CH2:25][N:26]([CH3:29])[CH2:27][CH2:28]3)[CH2:21][CH2:22]1)=[O:16])[CH2:12][CH:9]1[CH2:10][CH2:11][N:6]([CH3:5])[CH2:7][CH2:8]1)=[O:41])=[CH:34]2, predict the reactants needed to synthesize it. The reactants are: Cl.Cl.Cl.Cl.[CH3:5][N:6]1[CH2:11][CH2:10][CH:9]([CH2:12][C@H:13]([C:15]([N:17]2[CH2:22][CH2:21][N:20]([CH:23]3[CH2:28][CH2:27][N:26]([CH3:29])[CH2:25][CH2:24]3)[CH2:19][CH2:18]2)=[O:16])[NH2:14])[CH2:8][CH2:7]1.[Cl:30][C:31]1[CH:32]=[C:33]2[C:37](=[CH:38][CH:39]=1)[NH:36][C:35]([C:40](O)=[O:41])=[CH:34]2.